This data is from Forward reaction prediction with 1.9M reactions from USPTO patents (1976-2016). The task is: Predict the product of the given reaction. Given the reactants [NH2:1][C:2]1[CH:21]=[CH:20][C:5]([O:6][CH2:7][CH2:8][CH2:9][CH2:10][CH2:11][NH:12][C:13](=[O:19])[O:14][C:15]([CH3:18])([CH3:17])[CH3:16])=[CH:4][C:3]=1[N+:22]([O-])=O, predict the reaction product. The product is: [NH2:22][C:3]1[CH:4]=[C:5]([CH:20]=[CH:21][C:2]=1[NH2:1])[O:6][CH2:7][CH2:8][CH2:9][CH2:10][CH2:11][NH:12][C:13](=[O:19])[O:14][C:15]([CH3:16])([CH3:17])[CH3:18].